Predict which catalyst facilitates the given reaction. From a dataset of Catalyst prediction with 721,799 reactions and 888 catalyst types from USPTO. (1) Product: [CH3:1][O:2][C:3](=[O:27])[C:4]([C:16]1[CH:21]=[CH:20][C:19]([O:22][CH2:23][CH2:24][CH2:25][NH:35][CH2:34][CH:33]([O:32][C:31]2[CH:30]=[CH:39][CH:38]=[CH:37][CH:36]=2)[O:41][CH3:40])=[CH:18][CH:17]=1)=[CH:5][C:6]1[CH:11]=[C:10]([O:12][CH3:13])[CH:9]=[C:8]([O:14][CH3:15])[CH:7]=1. Reactant: [CH3:1][O:2][C:3](=[O:27])[C:4]([C:16]1[CH:21]=[CH:20][C:19]([O:22][CH2:23][CH2:24][CH2:25]Br)=[CH:18][CH:17]=1)=[CH:5][C:6]1[CH:11]=[C:10]([O:12][CH3:13])[CH:9]=[C:8]([O:14][CH3:15])[CH:7]=1.CO[C:30]1[CH:39]=[CH:38][CH:37]=[CH:36][C:31]=1[O:32][CH2:33][CH2:34][NH2:35].[C:40](=O)([O-])[O-:41].[K+].[K+]. The catalyst class is: 18. (2) Reactant: [OH:1][C:2]1[C:9]([OH:10])=[CH:8][CH:7]=[CH:6][C:3]=1[CH:4]=[O:5].Br[CH2:12][CH2:13]Br.C(=O)([O-])[O-].[Cs+].[Cs+].[BH4-].[Na+]. Product: [O:10]1[C:9]2[CH:8]=[CH:7][CH:6]=[C:3]([CH2:4][OH:5])[C:2]=2[O:1][CH2:13][CH2:12]1. The catalyst class is: 737. (3) Reactant: [F:1][C:2]1[CH:3]=[C:4]([N:9]2[CH2:13][C@@H:12]([CH2:14]N)[O:11][C:10]2=[O:16])[CH:5]=[CH:6][C:7]=1[I:8].[CH:17]1([C:20](Cl)=[O:21])[CH2:19][CH2:18]1.C([N:25](CC)CC)C. Product: [F:1][C:2]1[CH:3]=[C:4]([N:9]2[CH2:13][C@@H:12]([CH2:14][C:17]3([C:20]([NH2:25])=[O:21])[CH2:19][CH2:18]3)[O:11][C:10]2=[O:16])[CH:5]=[CH:6][C:7]=1[I:8]. The catalyst class is: 4. (4) Reactant: [CH3:1][O:2][C:3]1[CH:4]=[C:5]2[C:9](=[CH:10][CH:11]=1)[N:8]([CH2:12][CH2:13][N:14]1[CH2:19][CH2:18][NH:17][CH2:16][CH2:15]1)[C:7]([C:20]1[C:21]([CH3:27])=[N:22][N:23]([CH3:26])[C:24]=1[CH3:25])=[C:6]2[CH:28]=O.[CH3:30][NH:31][C:32]([NH:34][C:35]1[CH:36]=[CH:37][C:38]2[O:42][CH2:41][C:40](=[O:43])[C:39]=2[CH:44]=1)=[O:33].C([O-])([O-])=O.[Na+].[Na+].CCOC(C)=O. Product: [CH3:1][O:2][C:3]1[CH:4]=[C:5]2[C:9](=[CH:10][CH:11]=1)[N:8]([CH2:12][CH2:13][N:14]1[CH2:19][CH2:18][NH:17][CH2:16][CH2:15]1)[C:7]([C:20]1[C:21]([CH3:27])=[N:22][N:23]([CH3:26])[C:24]=1[CH3:25])=[C:6]2/[CH:28]=[C:41]1\[O:42][C:38]2[CH:37]=[CH:36][C:35]([NH:34][C:32]([NH:31][CH3:30])=[O:33])=[CH:44][C:39]=2[C:40]\1=[O:43]. The catalyst class is: 422.